From a dataset of Peptide-MHC class II binding affinity with 134,281 pairs from IEDB. Regression. Given a peptide amino acid sequence and an MHC pseudo amino acid sequence, predict their binding affinity value. This is MHC class II binding data. The peptide sequence is YATFFIKANSKFIGITE. The MHC is HLA-DQA10101-DQB10501 with pseudo-sequence HLA-DQA10101-DQB10501. The binding affinity (normalized) is 0.0993.